This data is from Reaction yield outcomes from USPTO patents with 853,638 reactions. The task is: Predict the reaction yield, written as a fraction of the theoretical maximum amount of product (1.0 means a 100% yield; for example, 0.34 means a 34% yield). (1) The reactants are [NH:1]1[CH:5]=[CH:4][N:3]=[C:2]1[C:6]1[CH:7]=[C:8]([C:17]([O:19][CH2:20][CH3:21])=[O:18])[CH:9]=[C:10]([CH:16]=1)[C:11]([O:13][CH2:14][CH3:15])=[O:12].[H-].[Na+].[CH3:24]I. The catalyst is C1COCC1. The product is [CH3:24][N:1]1[CH:5]=[CH:4][N:3]=[C:2]1[C:6]1[CH:16]=[C:10]([C:11]([O:13][CH2:14][CH3:15])=[O:12])[CH:9]=[C:8]([CH:7]=1)[C:17]([O:19][CH2:20][CH3:21])=[O:18]. The yield is 0.420. (2) The reactants are [CH3:1][C:2]1[CH:8]=[CH:7][CH:6]=[C:5]([CH3:9])[C:3]=1[NH2:4].[CH3:10][C:11]1[CH:12]=[C:13]([CH:17]=[CH:18][C:19]=1[NH:20][C:21]1[N:30]=[C:29]([C:31]2[CH:36]=[CH:35][CH:34]=[CH:33][CH:32]=2)[C:28]2[C:23](=[CH:24][CH:25]=[CH:26][CH:27]=2)[N:22]=1)[C:14](O)=[O:15].CN(C(ON1N=NC2C=CC=NC1=2)=[N+](C)C)C.F[P-](F)(F)(F)(F)F.CCN(C(C)C)C(C)C. The catalyst is CC(N(C)C)=O.C(OCC)(=O)C. The product is [CH3:1][C:2]1[CH:8]=[CH:7][CH:6]=[C:5]([CH3:9])[C:3]=1[NH:4][C:14](=[O:15])[C:13]1[CH:17]=[CH:18][C:19]([NH:20][C:21]2[N:30]=[C:29]([C:31]3[CH:36]=[CH:35][CH:34]=[CH:33][CH:32]=3)[C:28]3[C:23](=[CH:24][CH:25]=[CH:26][CH:27]=3)[N:22]=2)=[C:11]([CH3:10])[CH:12]=1. The yield is 0.470. (3) The reactants are [S:1]([C:19]1[CH:24]=[C:23]([C:25]2[C:26]([C:30]([F:33])([F:32])[F:31])=[N:27][NH:28][CH:29]=2)[CH:22]=[CH:21][C:20]=1[C:34]#[N:35])[C:2]1C=C(C2C(C(F)(F)F)=NNC=2)C=CC=1C#N.C(S([O-])=O)O.[Na+].C(=O)([O-])[O-].[K+].[K+].[F:48][C:49]([F:53])([F:52])CI. The catalyst is CN(C)C=O.O. The product is [F:48][C:49]([F:53])([F:52])[CH2:2][S:1][C:19]1[CH:24]=[C:23]([C:25]2[C:26]([C:30]([F:32])([F:33])[F:31])=[N:27][NH:28][CH:29]=2)[CH:22]=[CH:21][C:20]=1[C:34]#[N:35]. The yield is 0.714. (4) The reactants are [CH3:1][O:2][C:3]1[C:8]([O:9][CH3:10])=[C:7]([O:11][CH3:12])[CH:6]=[CH:5][C:4]=1[OH:13].[H-].[Na+].Cl[CH2:17][C:18]([OH:20])=[O:19]. The catalyst is CN(C)C=O.ClCCl. The product is [CH3:1][O:2][C:3]1[C:8]([O:9][CH3:10])=[C:7]([O:11][CH3:12])[CH:6]=[CH:5][C:4]=1[O:13][CH2:17][C:18]([OH:20])=[O:19]. The yield is 0.810.